Dataset: HIV replication inhibition screening data with 41,000+ compounds from the AIDS Antiviral Screen. Task: Binary Classification. Given a drug SMILES string, predict its activity (active/inactive) in a high-throughput screening assay against a specified biological target. (1) The result is 0 (inactive). The drug is CCC(=O)SC1CC2=CC(=O)CCC2(C)C2CCC3(C)C(O)CCC3C12. (2) The molecule is Oc1nc(Nc2nc3ccccc3[nH]2)nc2c1CCC2. The result is 0 (inactive). (3) The molecule is O=C1c2ccccc2C(=O)C1(Br)C(Cl)c1ccccc1. The result is 0 (inactive). (4) The drug is O=C1Nc2ccccc2C(=O)C1=CNC(=S)NC1CCCCC1. The result is 0 (inactive). (5) The drug is N#Cc1cccc(C2C(=O)c3ccc(C(=O)c4ccc5c(c4)C(=O)N(c4ccc(Oc6ccc(N7C(=O)c8ccc(C(=O)c9ccc%10c(c9)C(=O)N(c9cccc(C#N)c9)C%10=O)cc8C7=O)cc6)cc4)C5=O)cc3C2=O)c1. The result is 0 (inactive). (6) The drug is c1ccc2c(c1)CCCN1CCc3ccccc3C21. The result is 0 (inactive). (7) The compound is [C-]#[N+]C1(C)CCC2C(C)CCC(C(=C)C)C23C=C(C)CCC13. The result is 0 (inactive).